From a dataset of Full USPTO retrosynthesis dataset with 1.9M reactions from patents (1976-2016). Predict the reactants needed to synthesize the given product. (1) The reactants are: [Br:1][C:2]1[CH:3]=[C:4]([NH2:10])[C:5]([NH:8][CH3:9])=[N:6][CH:7]=1.F[C:12](F)(F)[C:13](O)=O.[C:18](O[BH-](O[C:28](=O)[CH3:29])OC(=O)C)(=O)C.[Na+].[OH-].[Na+]. Given the product [Br:1][C:2]1[CH:3]=[C:4]([NH:10][CH:12]([CH3:13])[CH3:18])[C:5]([NH:8][CH3:9])=[N:6][CH:7]=1.[Br:1][C:2]1[CH:3]=[C:4]2[NH:10][C:28]([CH3:29])([CH3:12])[N:8]([CH3:9])[C:5]2=[N:6][CH:7]=1, predict the reactants needed to synthesize it. (2) Given the product [Br:5][CH2:1][C:14]1[CH:13]=[CH:12][C:9]([C:10]#[N:11])=[CH:8][C:7]=1[F:6], predict the reactants needed to synthesize it. The reactants are: [C:1]([Br:5])(Br)(Br)Br.[F:6][C:7]1[CH:8]=[C:9]([CH:12]=[CH:13][C:14]=1CO)[C:10]#[N:11].C1(P(C2C=CC=CC=2)C2C=CC=CC=2)C=CC=CC=1. (3) Given the product [CH2:1]([N:8]1[CH2:13][CH2:12][N:11]([CH2:14][C:15]2[CH:20]=[CH:19][CH:18]=[CH:17][CH:16]=2)[CH2:10][CH:9]1[CH2:21][F:29])[C:2]1[CH:7]=[CH:6][CH:5]=[CH:4][CH:3]=1, predict the reactants needed to synthesize it. The reactants are: [CH2:1]([N:8]1[CH2:13][CH2:12][N:11]([CH2:14][C:15]2[CH:20]=[CH:19][CH:18]=[CH:17][CH:16]=2)[CH2:10][CH:9]1[CH2:21]O)[C:2]1[CH:7]=[CH:6][CH:5]=[CH:4][CH:3]=1.CCN(S(F)(F)[F:29])CC.[OH-].[Na+].